From a dataset of NCI-60 drug combinations with 297,098 pairs across 59 cell lines. Regression. Given two drug SMILES strings and cell line genomic features, predict the synergy score measuring deviation from expected non-interaction effect. (1) Cell line: IGROV1. Synergy scores: CSS=1.71, Synergy_ZIP=-0.137, Synergy_Bliss=0.939, Synergy_Loewe=-0.182, Synergy_HSA=0.145. Drug 1: C1=NC2=C(N=C(N=C2N1C3C(C(C(O3)CO)O)O)F)N. Drug 2: CC12CCC3C(C1CCC2O)C(CC4=C3C=CC(=C4)O)CCCCCCCCCS(=O)CCCC(C(F)(F)F)(F)F. (2) Drug 1: CC1C(C(CC(O1)OC2CC(CC3=C2C(=C4C(=C3O)C(=O)C5=C(C4=O)C(=CC=C5)OC)O)(C(=O)C)O)N)O.Cl. Drug 2: CCCS(=O)(=O)NC1=C(C(=C(C=C1)F)C(=O)C2=CNC3=C2C=C(C=N3)C4=CC=C(C=C4)Cl)F. Cell line: HT29. Synergy scores: CSS=47.1, Synergy_ZIP=2.01, Synergy_Bliss=1.92, Synergy_Loewe=1.05, Synergy_HSA=4.49.